This data is from Reaction yield outcomes from USPTO patents with 853,638 reactions. The task is: Predict the reaction yield, written as a fraction of the theoretical maximum amount of product (1.0 means a 100% yield; for example, 0.34 means a 34% yield). (1) The reactants are [N+:1]([C:4]1[C:13]2[NH:12][C:11](=[O:14])[CH2:10][O:9][C:8]=2[CH:7]=[CH:6][CH:5]=1)([O-])=O. The catalyst is [Pd].O1CCCC1. The product is [NH2:1][C:4]1[C:13]2[NH:12][C:11](=[O:14])[CH2:10][O:9][C:8]=2[CH:7]=[CH:6][CH:5]=1. The yield is 1.00. (2) The reactants are [CH2:1]([O:8][C:9]1[CH:14]=[CH:13][C:12]([C:15]2[N:19]([CH:20]3[CH2:25][CH2:24][CH2:23][CH2:22][CH2:21]3)[C:18]3[CH:26]=[CH:27][C:28]([S:30]([NH2:33])(=[O:32])=[O:31])=[CH:29][C:17]=3[N:16]=2)=[CH:11][CH:10]=1)[C:2]1[CH:7]=[CH:6][CH:5]=[CH:4][CH:3]=1.C[Si]([N-][Si](C)(C)C)(C)C.[Li+].[C:44](Cl)(=[O:46])[CH3:45]. The catalyst is CN(C)C=O. The product is [C:44]([NH:33][S:30]([C:28]1[CH:27]=[CH:26][C:18]2[N:19]([CH:20]3[CH2:21][CH2:22][CH2:23][CH2:24][CH2:25]3)[C:15]([C:12]3[CH:11]=[CH:10][C:9]([O:8][CH2:1][C:2]4[CH:7]=[CH:6][CH:5]=[CH:4][CH:3]=4)=[CH:14][CH:13]=3)=[N:16][C:17]=2[CH:29]=1)(=[O:32])=[O:31])(=[O:46])[CH3:45]. The yield is 0.180.